Task: Predict the reactants needed to synthesize the given product.. Dataset: Full USPTO retrosynthesis dataset with 1.9M reactions from patents (1976-2016) The reactants are: C(N)(C)(C)C.[CH3:6][C:7]([NH:10][C:11]([NH:13][C:14]1[S:15][C:16]2[CH:22]=[C:21]([C:23]([NH:25][C:26]3[C:31]([CH3:32])=[CH:30][C:29]([CH3:33])=[CH:28][C:27]=3[CH3:34])=[O:24])[CH:20]=[CH:19][C:17]=2[N:18]=1)=[O:12])([CH3:9])[CH3:8]. Given the product [CH3:9][C:7]([NH:10][C:11]([NH:13][C:14]1[S:15][C:16]2[CH:22]=[C:21]([C:23]([NH:25][C:26]3[C:27]([CH3:34])=[CH:28][C:29]([CH3:33])=[CH:30][C:31]=3[CH3:32])=[O:24])[CH:20]=[CH:19][C:17]=2[N:18]=1)=[O:12])([CH3:6])[CH3:8], predict the reactants needed to synthesize it.